From a dataset of Full USPTO retrosynthesis dataset with 1.9M reactions from patents (1976-2016). Predict the reactants needed to synthesize the given product. (1) Given the product [Cl:1][CH2:2][C:3]1[CH:8]=[CH:7][C:6]([C:9]2[CH:14]=[C:13]([O:15][CH3:16])[CH:12]=[CH:11][C:10]=2[F:17])=[C:5]([C@@H:18]2[CH2:22][CH2:21][CH2:20][C:19]2([CH3:24])[CH3:23])[CH:4]=1.[C:30]1([C:33]2[CH:34]=[CH:35][CH:36]=[CH:37][CH:38]=2)[CH:31]=[CH:32][CH:27]=[CH:28][CH:29]=1, predict the reactants needed to synthesize it. The reactants are: [Cl:1][CH2:2][C:3]1[CH:8]=[CH:7][C:6]([C:9]2[CH:14]=[C:13]([O:15][CH3:16])[CH:12]=[CH:11][C:10]=2[F:17])=[C:5]([C@@H:18]2[CH2:22][CH2:21][CH2:20][C:19]2([CH3:24])[CH3:23])[CH:4]=1.ClC[C:27]1[CH:32]=[CH:31][C:30]([C:33]2[CH:38]=[C:37](OC)[CH:36]=[CH:35][C:34]=2F)=[C:29]([C@H]2CCCC2(C)C)[CH:28]=1.CC1(C)CCC[C@H]1C1C=C(CO)C=CC=1C1C=C(OC)C=CC=1F.CC1(C)CCC[C@@H]1C1C=C(CO)C=CC=1C1C=C(OC)C=CC=1F.C(Cl)Cl.S(Cl)(Cl)=O. (2) Given the product [CH3:1][N:2]([CH3:22])[CH:3]1[CH2:4][CH2:5][N:6]([CH:9]2[CH2:10][N:11]([C:13]3[N:18]=[C:17]([CH:19]=[O:20])[CH:16]=[CH:15][C:14]=3[F:21])[CH2:12]2)[CH2:7][CH2:8]1, predict the reactants needed to synthesize it. The reactants are: [CH3:1][N:2]([CH3:22])[CH:3]1[CH2:8][CH2:7][N:6]([CH:9]2[CH2:12][N:11]([C:13]3[N:18]=[C:17]([CH2:19][OH:20])[CH:16]=[CH:15][C:14]=3[F:21])[CH2:10]2)[CH2:5][CH2:4]1.CC(OI1(OC(C)=O)(OC(C)=O)OC(=O)C2C=CC=CC1=2)=O. (3) Given the product [CH2:1]([CH:8]([CH2:19][CH2:20][C:21]1[CH:22]=[CH:23][CH:24]=[CH:25][CH:26]=1)[C:9]([O:11][CH2:12][CH3:13])=[O:10])[C:2]1[CH:3]=[CH:4][CH:5]=[CH:6][CH:7]=1, predict the reactants needed to synthesize it. The reactants are: [CH2:1]([C:8]([CH2:19][CH2:20][C:21]1[CH:26]=[CH:25][CH:24]=[CH:23][CH:22]=1)(C(OCC)=O)[C:9]([O:11][CH2:12][CH3:13])=[O:10])[C:2]1[CH:7]=[CH:6][CH:5]=[CH:4][CH:3]=1.[Li+].[Cl-]. (4) Given the product [Br:1][C:2]1[CH:7]=[CH:6][C:5]([CH2:8][CH2:9][OH:18])=[CH:4][CH:3]=1, predict the reactants needed to synthesize it. The reactants are: [Br:1][C:2]1[CH:7]=[CH:6][C:5]([CH:8]=[CH2:9])=[CH:4][CH:3]=1.[BH4-].[Na+].B(F)(F)F.CC[O:18]CC.BrC1C=CC(C(O)C)=CC=1. (5) Given the product [CH2:22]([C@H:25]1[CH2:30][CH2:29][C@H:28]([CH2:31][CH2:32][C@H:33]2[CH2:34][CH2:35][C@H:36]([CH2:39][OH:40])[CH2:37][CH2:38]2)[CH2:27][CH2:26]1)[CH2:23][CH3:24], predict the reactants needed to synthesize it. The reactants are: C1(C)C=CC=CC=1.[H-].COCCO[Al+]OCCOC.[Na+].[H-].[CH2:22]([C@H:25]1[CH2:30][CH2:29][C@H:28]([CH2:31][CH2:32][C@H:33]2[CH2:38][CH2:37][C@H:36]([C:39](OCC)=[O:40])[CH2:35][CH2:34]2)[CH2:27][CH2:26]1)[CH2:23][CH3:24].Cl. (6) Given the product [NH2:1][C:4]1[CH:9]=[CH:8][CH:7]=[CH:6][C:5]=1[NH:10][CH2:11][CH2:12][C:13]([O:15][CH3:16])=[O:14], predict the reactants needed to synthesize it. The reactants are: [N+:1]([C:4]1[CH:9]=[CH:8][CH:7]=[CH:6][C:5]=1[NH:10][CH2:11][CH2:12][C:13]([O:15][CH3:16])=[O:14])([O-])=O. (7) Given the product [CH:21]1([NH:20][C:18]2[N:17]3[N:24]=[CH:25][C:26]([CH:27]=[O:28])=[C:16]3[N:15]=[C:14]([C:11]3[CH:10]=[C:9]([CH2:8][N:29]4[CH2:33][CH2:32][CH2:31][CH2:30]4)[S:13][CH:12]=3)[CH:19]=2)[CH2:23][CH2:22]1, predict the reactants needed to synthesize it. The reactants are: C(=O)([O-])[O-].[K+].[K+].Br[CH2:8][C:9]1[S:13][CH:12]=[C:11]([C:14]2[CH:19]=[C:18]([NH:20][CH:21]3[CH2:23][CH2:22]3)[N:17]3[N:24]=[CH:25][C:26]([CH:27]=[O:28])=[C:16]3[N:15]=2)[CH:10]=1.[NH:29]1[CH2:33][CH2:32][CH2:31][CH2:30]1.O. (8) Given the product [NH:2]([C:6]([C:8]([NH:10][C:11]1[CH:16]=[CH:15][C:14]([C@H:17]2[CH2:22][CH2:21][C@H:20]([O:23][CH2:24][CH2:25][C:26]([O:28][CH3:29])=[O:27])[CH2:19][CH2:18]2)=[CH:13][C:12]=1[N+:30]([O-:32])=[O:31])=[O:9])=[O:7])[NH2:3], predict the reactants needed to synthesize it. The reactants are: O.[NH2:2][NH2:3].CO[C:6]([C:8]([NH:10][C:11]1[CH:16]=[CH:15][C:14]([C@H:17]2[CH2:22][CH2:21][C@H:20]([O:23][CH2:24][CH2:25][C:26]([O:28][CH3:29])=[O:27])[CH2:19][CH2:18]2)=[CH:13][C:12]=1[N+:30]([O-:32])=[O:31])=[O:9])=[O:7]. (9) Given the product [Cl:22][C:17]1[C:23]([N:4]2[CH:5]=[C:6]([CH:7]=[O:8])[C:2]([CH3:1])=[N:3]2)=[N:24][CH:27]=[CH:19][CH:18]=1, predict the reactants needed to synthesize it. The reactants are: [CH3:1][C:2]1[C:6]([CH:7]=[O:8])=[CH:5][NH:4][N:3]=1.C(=O)([O-])[O-].[K+].[K+].FN1C=C[CH:19]=[CH:18][CH:17]1[Cl:22].[CH3:23][N:24]([CH3:27])C=O.